Predict the reactants needed to synthesize the given product. From a dataset of Full USPTO retrosynthesis dataset with 1.9M reactions from patents (1976-2016). (1) Given the product [CH3:1][O:2][C:3](=[O:15])[C@H:4]([CH2:13][S:14][CH2:19]/[CH:18]=[CH:17]/[CH2:36][CH2:37][CH2:19][CH2:18][CH2:17][CH2:36][CH2:37][CH2:38][CH2:39][CH3:40])[NH:5][C:6]([O:8][C:9]([CH3:12])([CH3:10])[CH3:11])=[O:7], predict the reactants needed to synthesize it. The reactants are: [CH3:1][O:2][C:3](=[O:15])[C@H:4]([CH2:13][SH:14])[NH:5][C:6]([O:8][C:9]([CH3:12])([CH3:11])[CH3:10])=[O:7].F[C:17](F)([C:36](F)(F)[C:37](F)(F)[C:38](F)(F)[C:39](F)(F)[C:40](F)(F)F)[CH2:18][CH2:19]SCC(SSC1SC2C=CC=CC=2N=1)C=C. (2) Given the product [CH2:1]([N:8]1[CH:16]=[N:15][C:14]2[C:9]1=[N:10][CH:11]=[N:12][C:13]=2[CH:19]=[CH:18][O:20][CH2:21][CH3:22])[C:2]1[CH:7]=[CH:6][CH:5]=[CH:4][CH:3]=1, predict the reactants needed to synthesize it. The reactants are: [CH2:1]([N:8]1[CH:16]=[N:15][C:14]2[C:9]1=[N:10][CH:11]=[N:12][C:13]=2I)[C:2]1[CH:7]=[CH:6][CH:5]=[CH:4][CH:3]=1.[CH2:18]([O:20][CH:21]=[CH:22][Sn](CCCC)(CCCC)CCCC)[CH3:19].